From a dataset of Full USPTO retrosynthesis dataset with 1.9M reactions from patents (1976-2016). Predict the reactants needed to synthesize the given product. (1) Given the product [ClH:34].[F:32][C:2]([F:1])([F:33])[C:3]1[N:8]=[CH:7][C:6]([C:9]2[N:14]=[CH:13][N:12]=[C:11]([CH2:15][NH:16][C:17]([C@@H:19]3[CH2:24][CH:23]4[CH:21]([CH2:22]4)[NH:20]3)=[O:18])[CH:10]=2)=[CH:5][CH:4]=1, predict the reactants needed to synthesize it. The reactants are: [F:1][C:2]([F:33])([F:32])[C:3]1[N:8]=[CH:7][C:6]([C:9]2[N:14]=[CH:13][N:12]=[C:11]([CH2:15][NH:16][C:17]([C@@H:19]3[CH2:24][CH:23]4[CH:21]([CH2:22]4)[N:20]3C(OC(C)(C)C)=O)=[O:18])[CH:10]=2)=[CH:5][CH:4]=1.[ClH:34]. (2) Given the product [C:13]([O:21][CH:22]([C@@H:23]1[CH2:27][C@@H:26]([O:28][C:29](=[O:31])[CH3:30])[C@H:25]([N:8]2[C:6]3[N:7]=[C:2]([NH2:1])[NH:3][C:4](=[O:12])[C:5]=3[S:10][C:9]2=[O:11])[O:24]1)[CH:36]1[CH2:37][CH2:38][CH2:39][CH2:40]1)(=[O:20])[C:14]1[CH:19]=[CH:18][CH:17]=[CH:16][CH:15]=1, predict the reactants needed to synthesize it. The reactants are: [NH2:1][C:2]1[NH:3][C:4](=[O:12])[C:5]2[S:10][C:9](=[O:11])[NH:8][C:6]=2[N:7]=1.[C:13]([O:21][CH:22]([CH:36]1[CH2:40][CH2:39][CH2:38][CH2:37]1)[C@@H:23]1[CH2:27][C@@H:26]([O:28][C:29](=[O:31])[CH3:30])[CH:25](OC(=O)C)[O:24]1)(=[O:20])[C:14]1[CH:19]=[CH:18][CH:17]=[CH:16][CH:15]=1.[Si](OS(C(F)(F)F)(=O)=O)(C)(C)C. (3) Given the product [Cl:3][C:4]1[CH:9]=[C:8]([C:10]([F:13])([F:12])[F:11])[CH:7]=[C:6]([Cl:14])[C:5]=1[N:15]1[C:19]([O:20][CH2:32][CH3:33])=[C:18]([S:21][C:22]([F:25])([F:23])[F:24])[C:17]([C:26]#[N:27])=[N:16]1, predict the reactants needed to synthesize it. The reactants are: [H-].[Na+].[Cl:3][C:4]1[CH:9]=[C:8]([C:10]([F:13])([F:12])[F:11])[CH:7]=[C:6]([Cl:14])[C:5]=1[N:15]1[C:19]([OH:20])=[C:18]([S:21][C:22]([F:25])([F:24])[F:23])[C:17]([C:26]#[N:27])=[N:16]1.S(OCC)(O[CH2:32][CH3:33])(=O)=O.S([O-])(O)(=O)=O.[K+]. (4) Given the product [CH3:13][O:12][C:10]1[CH:9]=[C:4]([C:5]([O:7][CH3:8])=[O:6])[C:3]2[O:14][C:21]([CH3:22])=[CH:20][C:2]=2[CH:11]=1, predict the reactants needed to synthesize it. The reactants are: Br[C:2]1[C:3]([OH:14])=[C:4]([CH:9]=[C:10]([O:12][CH3:13])[CH:11]=1)[C:5]([O:7][CH3:8])=[O:6].CN(C)C=O.[CH:20]#[C:21][CH3:22]. (5) Given the product [F:8][C:9]1[C:14]([F:15])=[CH:13][CH:12]=[CH:11][C:10]=1[C:23](=[O:50])[CH2:24][O:25][CH:26]([CH:48]=[CH2:49])[CH2:27][O:28][C:29]([C:42]1[CH:47]=[CH:46][CH:45]=[CH:44][CH:43]=1)([C:30]1[CH:31]=[CH:32][CH:33]=[CH:34][CH:35]=1)[C:36]1[CH:41]=[CH:40][CH:39]=[CH:38][CH:37]=1, predict the reactants needed to synthesize it. The reactants are: C([Mg]Cl)(C)C.[Li+].[Cl-].[F:8][C:9]1[C:14]([F:15])=[CH:13][CH:12]=[CH:11][C:10]=1Br.O1CCN([C:23](=[O:50])[CH2:24][O:25][CH:26]([CH:48]=[CH2:49])[CH2:27][O:28][C:29]([C:42]2[CH:47]=[CH:46][CH:45]=[CH:44][CH:43]=2)([C:36]2[CH:41]=[CH:40][CH:39]=[CH:38][CH:37]=2)[C:30]2[CH:35]=[CH:34][CH:33]=[CH:32][CH:31]=2)CC1.